From a dataset of Full USPTO retrosynthesis dataset with 1.9M reactions from patents (1976-2016). Predict the reactants needed to synthesize the given product. (1) Given the product [CH:1]1([NH:4][C:5]([C:6]2[CH:11]=[CH:10][C:9]([CH3:12])=[C:8]([C:24]3[CH:25]=[C:26]4[C:31](=[CH:32][CH:33]=3)[C:30]([N:34]3[CH:38]([CH3:39])[CH2:37][CH2:36][C@@H:35]3[C:40]([NH:42][CH:43]([CH3:45])[CH3:44])=[O:41])=[N:29][N:28]=[CH:27]4)[CH:7]=2)=[O:22])[CH2:2][CH2:3]1, predict the reactants needed to synthesize it. The reactants are: [CH:1]1([NH:4][C:5](=[O:22])[C:6]2[CH:11]=[CH:10][C:9]([CH3:12])=[C:8](B3OC(C)(C)C(C)(C)O3)[CH:7]=2)[CH2:3][CH2:2]1.Br[C:24]1[CH:25]=[C:26]2[C:31](=[CH:32][CH:33]=1)[C:30]([N:34]1[CH:38]([CH3:39])[CH2:37][CH2:36][C@@H:35]1[C:40]([NH:42][CH:43]([CH3:45])[CH3:44])=[O:41])=[N:29][N:28]=[CH:27]2.C(O)C.C(=O)([O-])[O-].[K+].[K+].O. (2) Given the product [Cl:1][C:2]1[CH:3]=[C:4]([NH:10][C:11](=[O:43])[CH2:12][CH2:13][S:14](=[O:42])(=[O:41])[NH:15][C:25]2[CH:26]=[C:27]3[C:32](=[CH:33][CH:34]=2)[N:31]([CH2:35][CH3:36])[C:30](=[O:37])[N:29]([CH2:38][CH3:39])[C:28]3=[O:40])[CH:5]=[CH:6][C:7]=1[C:8]#[N:9], predict the reactants needed to synthesize it. The reactants are: [Cl:1][C:2]1[CH:3]=[C:4]([NH:10][C:11](=[O:43])[CH2:12][CH2:13][S:14](=[O:42])(=[O:41])[N:15]([C:25]2[CH:26]=[C:27]3[C:32](=[CH:33][CH:34]=2)[N:31]([CH2:35][CH3:36])[C:30](=[O:37])[N:29]([CH2:38][CH3:39])[C:28]3=[O:40])CC2C=CC(OC)=CC=2)[CH:5]=[CH:6][C:7]=1[C:8]#[N:9].C(=O)([O-])O.[Na+]. (3) Given the product [Br:8][C:9]1[C:10]([OH:21])=[CH:11][C:12]([C:13]([O:15][CH2:16][CH3:17])=[O:14])=[CH:18][C:19]=1[O:20][CH2:23][CH3:24], predict the reactants needed to synthesize it. The reactants are: [H-].[Na+].CN(C=O)C.[Br:8][C:9]1[C:19]([OH:20])=[CH:18][C:12]([C:13]([O:15][CH2:16][CH3:17])=[O:14])=[CH:11][C:10]=1[OH:21].I[CH2:23][CH3:24]. (4) Given the product [CH:18]1([CH2:17][C@H:16]([C:23]2[CH:28]=[CH:27][C:26]([Cl:29])=[C:25]([Cl:30])[CH:24]=2)[C:15]([NH:14][C:11]2[CH:12]=[CH:13][N:9]([CH2:8][CH2:7][OH:6])[N:10]=2)=[O:31])[CH2:19][CH2:20][CH2:21][CH2:22]1, predict the reactants needed to synthesize it. The reactants are: C([Si](C)(C)[O:6][CH2:7][CH2:8][N:9]1[CH:13]=[CH:12][C:11]([NH:14][C:15](=[O:31])[C@@H:16]([C:23]2[CH:28]=[CH:27][C:26]([Cl:29])=[C:25]([Cl:30])[CH:24]=2)[CH2:17][CH:18]2[CH2:22][CH2:21][CH2:20][CH2:19]2)=[N:10]1)(C)(C)C.